The task is: Predict the reaction yield, written as a fraction of the theoretical maximum amount of product (1.0 means a 100% yield; for example, 0.34 means a 34% yield).. This data is from Reaction yield outcomes from USPTO patents with 853,638 reactions. (1) The reactants are [CH3:1][O:2][C:3]([C:5]1[CH:9]=[C:8]([N+:10]([O-])=O)[S:7][CH:6]=1)=[O:4]. The catalyst is C(O)(=O)C.[Fe]. The product is [CH3:1][O:2][C:3]([C:5]1[CH:9]=[C:8]([NH2:10])[S:7][CH:6]=1)=[O:4]. The yield is 0.240. (2) The reactants are [Br:1][C:2]1[S:3][C:4]([NH:7][C:8](=[O:14])[O:9][C:10]([CH3:13])([CH3:12])[CH3:11])=[CH:5][N:6]=1.C(=O)([O-])[O-].[Cs+].[Cs+].[F:21][C:22]([F:45])([F:44])[C:23]1[CH:28]=[CH:27][C:26]([CH2:29][CH:30]2[CH2:34]OS(=O)(=O)[N:31]2[C:37]([O:39][C:40]([CH3:43])([CH3:42])[CH3:41])=[O:38])=[CH:25][CH:24]=1. The catalyst is CN(C=O)C.CCOCC. The product is [Br:1][C:2]1[S:3][C:4]([N:7]([CH2:34][C@@H:30]([NH:31][C:37]([O:39][C:40]([CH3:41])([CH3:43])[CH3:42])=[O:38])[CH2:29][C:26]2[CH:25]=[CH:24][C:23]([C:22]([F:21])([F:44])[F:45])=[CH:28][CH:27]=2)[C:8](=[O:14])[O:9][C:10]([CH3:11])([CH3:13])[CH3:12])=[CH:5][N:6]=1. The yield is 0.910. (3) The reactants are Cl.C(OC([N:9]1[CH2:14][CH2:13][C:12]([N:20]([CH3:22])[CH3:21])([C:15]2[S:16][CH:17]=[CH:18][CH:19]=2)[CH2:11][CH2:10]1)=O)(C)(C)C.CCOC(C)=O.CCCCCC.C([O-])([O-])=O.[Na+].[Na+]. The catalyst is C(Cl)(Cl)Cl.O. The product is [CH3:21][N:20]([CH3:22])[C:12]1([C:15]2[S:16][CH:17]=[CH:18][CH:19]=2)[CH2:13][CH2:14][NH:9][CH2:10][CH2:11]1. The yield is 0.890. (4) The reactants are [C:1]([C:4]1[C:12]2[O:11][C:10]([CH:13]3[CH2:18][CH2:17][N:16](C(OCC4C=CC=CC=4)=O)[CH2:15][CH2:14]3)=[N:9][C:8]=2[CH:7]=[CH:6][CH:5]=1)(=[O:3])[NH2:2].[H][H]. The catalyst is CO.[Pd]. The product is [NH:16]1[CH2:17][CH2:18][CH:13]([C:10]2[O:11][C:12]3[C:4]([C:1]([NH2:2])=[O:3])=[CH:5][CH:6]=[CH:7][C:8]=3[N:9]=2)[CH2:14][CH2:15]1. The yield is 0.330. (5) The reactants are FC1C=CC(CN)=CC=1.[NH2:10][CH2:11][C:12]1[CH:17]=[CH:16][N:15]=[CH:14][CH:13]=1.[CH2:18]([N:25]1[CH2:29][CH2:28][N:27]([C:30]2[S:31][C:32]([C:36](O)=[O:37])=[C:33]([CH3:35])[N:34]=2)[C:26]1=[O:39])[C:19]1[CH:24]=[CH:23][CH:22]=[CH:21][CH:20]=1. No catalyst specified. The product is [CH2:18]([N:25]1[CH2:29][CH2:28][N:27]([C:30]2[S:31][C:32]([C:36]([NH:10][CH2:11][C:12]3[CH:17]=[CH:16][N:15]=[CH:14][CH:13]=3)=[O:37])=[C:33]([CH3:35])[N:34]=2)[C:26]1=[O:39])[C:19]1[CH:24]=[CH:23][CH:22]=[CH:21][CH:20]=1. The yield is 0.490.